Dataset: NCI-60 drug combinations with 297,098 pairs across 59 cell lines. Task: Regression. Given two drug SMILES strings and cell line genomic features, predict the synergy score measuring deviation from expected non-interaction effect. (1) Drug 1: C1=CC(=CC=C1CCCC(=O)O)N(CCCl)CCCl. Drug 2: COCCOC1=C(C=C2C(=C1)C(=NC=N2)NC3=CC=CC(=C3)C#C)OCCOC.Cl. Cell line: CCRF-CEM. Synergy scores: CSS=48.8, Synergy_ZIP=-2.16, Synergy_Bliss=-6.71, Synergy_Loewe=-8.31, Synergy_HSA=-6.11. (2) Drug 1: CC(CN1CC(=O)NC(=O)C1)N2CC(=O)NC(=O)C2. Drug 2: CC1C(C(CC(O1)OC2CC(CC3=C2C(=C4C(=C3O)C(=O)C5=CC=CC=C5C4=O)O)(C(=O)C)O)N)O. Cell line: SK-OV-3. Synergy scores: CSS=18.6, Synergy_ZIP=-5.80, Synergy_Bliss=-7.47, Synergy_Loewe=-37.2, Synergy_HSA=-6.97. (3) Drug 2: C1CCC(C(C1)N)N.C(=O)(C(=O)[O-])[O-].[Pt+4]. Synergy scores: CSS=25.2, Synergy_ZIP=-7.98, Synergy_Bliss=-1.82, Synergy_Loewe=-3.07, Synergy_HSA=1.24. Drug 1: CN1C(=O)N2C=NC(=C2N=N1)C(=O)N. Cell line: PC-3. (4) Drug 1: CN1C(=O)N2C=NC(=C2N=N1)C(=O)N. Drug 2: C#CCC(CC1=CN=C2C(=N1)C(=NC(=N2)N)N)C3=CC=C(C=C3)C(=O)NC(CCC(=O)O)C(=O)O. Cell line: OVCAR-4. Synergy scores: CSS=79.3, Synergy_ZIP=7.56, Synergy_Bliss=5.14, Synergy_Loewe=-22.7, Synergy_HSA=5.18. (5) Drug 1: C1CCC(CC1)NC(=O)N(CCCl)N=O. Drug 2: C1=NC2=C(N1)C(=S)N=C(N2)N. Cell line: SK-OV-3. Synergy scores: CSS=42.4, Synergy_ZIP=-7.13, Synergy_Bliss=-4.68, Synergy_Loewe=-28.2, Synergy_HSA=-3.13. (6) Drug 1: C1=NC2=C(N=C(N=C2N1C3C(C(C(O3)CO)O)F)Cl)N. Drug 2: CC=C1C(=O)NC(C(=O)OC2CC(=O)NC(C(=O)NC(CSSCCC=C2)C(=O)N1)C(C)C)C(C)C. Cell line: MOLT-4. Synergy scores: CSS=99.5, Synergy_ZIP=-3.34, Synergy_Bliss=-3.36, Synergy_Loewe=-2.27, Synergy_HSA=-1.33. (7) Drug 1: C1CN(P(=O)(OC1)NCCCl)CCCl. Drug 2: C(CCl)NC(=O)N(CCCl)N=O. Cell line: SR. Synergy scores: CSS=34.7, Synergy_ZIP=4.06, Synergy_Bliss=8.24, Synergy_Loewe=-29.4, Synergy_HSA=4.67.